Dataset: NCI-60 drug combinations with 297,098 pairs across 59 cell lines. Task: Regression. Given two drug SMILES strings and cell line genomic features, predict the synergy score measuring deviation from expected non-interaction effect. (1) Drug 1: C(CN)CNCCSP(=O)(O)O. Drug 2: CCC1(C2=C(COC1=O)C(=O)N3CC4=CC5=C(C=CC(=C5CN(C)C)O)N=C4C3=C2)O.Cl. Cell line: NCI-H460. Synergy scores: CSS=62.3, Synergy_ZIP=-2.41, Synergy_Bliss=-2.39, Synergy_Loewe=-54.7, Synergy_HSA=-0.182. (2) Synergy scores: CSS=1.73, Synergy_ZIP=2.11, Synergy_Bliss=1.48, Synergy_Loewe=1.19, Synergy_HSA=-1.28. Drug 2: CCCCC(=O)OCC(=O)C1(CC(C2=C(C1)C(=C3C(=C2O)C(=O)C4=C(C3=O)C=CC=C4OC)O)OC5CC(C(C(O5)C)O)NC(=O)C(F)(F)F)O. Cell line: SF-268. Drug 1: CC1=C(C=C(C=C1)NC2=NC=CC(=N2)N(C)C3=CC4=NN(C(=C4C=C3)C)C)S(=O)(=O)N.Cl.